From a dataset of Full USPTO retrosynthesis dataset with 1.9M reactions from patents (1976-2016). Predict the reactants needed to synthesize the given product. Given the product [CH3:40][C:37]1[CH:36]=[CH:35][C:34]([C:8]([C:5]2[CH:4]=[CH:3][C:2]([CH3:1])=[CH:7][CH:6]=2)([OH:33])[CH:9]2[CH2:14][CH2:13][N:12]([CH2:15][CH2:16][CH2:17][CH:18]([C:20]3[CH:25]=[CH:24][C:23]([C:26]([CH3:32])([CH3:31])[C:27]([O:29][CH3:30])=[O:28])=[CH:22][CH:21]=3)[OH:19])[CH2:11][CH2:10]2)=[CH:39][CH:38]=1, predict the reactants needed to synthesize it. The reactants are: [CH3:1][C:2]1[CH:7]=[CH:6][C:5]([C:8]([C:34]2[CH:39]=[CH:38][C:37]([CH3:40])=[CH:36][CH:35]=2)([OH:33])[CH:9]2[CH2:14][CH2:13][N:12]([CH2:15][CH2:16][CH2:17][C:18]([C:20]3[CH:25]=[CH:24][C:23]([C:26]([CH3:32])([CH3:31])[C:27]([O:29][CH3:30])=[O:28])=[CH:22][CH:21]=3)=[O:19])[CH2:11][CH2:10]2)=[CH:4][CH:3]=1.[BH4-].[Na+].